Task: Predict the reactants needed to synthesize the given product.. Dataset: Full USPTO retrosynthesis dataset with 1.9M reactions from patents (1976-2016) (1) Given the product [CH3:11][O:10][C:9]1[CH:8]=[CH:7][C:6]([NH:12][C:13]([C:15]2[S:16][CH:17]=[CH:18][CH:19]=2)=[NH:14])=[CH:5][C:4]=1[CH:1]([NH:27][CH3:26])[CH3:2], predict the reactants needed to synthesize it. The reactants are: [C:1]([C:4]1[CH:5]=[C:6]([NH:12][C:13]([C:15]2[S:16][CH:17]=[CH:18][CH:19]=2)=[NH:14])[CH:7]=[CH:8][C:9]=1[O:10][CH3:11])(=O)[CH3:2].C(O)(=O)C.CN.[C:26]([BH3-])#[N:27].[Na+]. (2) Given the product [CH2:28]([O:35][C:36]1[CH:62]=[CH:61][C:39]([C:40]([O:42][C:43]2[CH:48]=[CH:47][C:46]([CH2:49][N:50]([CH2:51][C:52]([OH:54])=[O:53])[C:66](=[O:70])[C:4]3[CH:8]=[CH:9][C:10]([NH:12][C:13](=[O:27])[CH2:14][C:15]4[CH:20]=[CH:19][C:18]([O:21][CH3:22])=[CH:17][C:16]=4[C:23]([F:24])([F:26])[F:25])=[CH:11][C:3]=3[O:2][CH3:1])=[C:45]([O:59][CH3:60])[CH:44]=2)=[O:41])=[CH:38][CH:37]=1)[CH2:29][CH2:30][CH2:31][CH2:32][CH2:33][CH3:34], predict the reactants needed to synthesize it. The reactants are: [CH3:1][O:2][C:3]1[CH:11]=[C:10]([NH:12][C:13](=[O:27])[CH2:14][C:15]2[CH:20]=[CH:19][C:18]([O:21][CH3:22])=[CH:17][C:16]=2[C:23]([F:26])([F:25])[F:24])[CH:9]=[CH:8][C:4]=1C(O)=O.[CH2:28]([O:35][C:36]1[CH:62]=[CH:61][C:39]([C:40]([O:42][C:43]2[CH:48]=[CH:47][C:46]([CH2:49][NH:50][CH2:51][C:52]([O:54]C(C)(C)C)=[O:53])=[C:45]([O:59][CH3:60])[CH:44]=2)=[O:41])=[CH:38][CH:37]=1)[CH2:29][CH2:30][CH2:31][CH2:32][CH2:33][CH3:34].CN([C:66]([O:70]N1N=NC2C=CC=NC1=2)=[N+](C)C)C.F[P-](F)(F)(F)(F)F. (3) Given the product [C:10]([C:2]1([NH:1][C:32]([C:28]2[N:24]3[CH:25]=[CH:26][CH:27]=[C:22]([O:21][CH2:20][C:19]4[C:18]([F:17])=[CH:38][CH:37]=[CH:36][C:35]=4[F:39])[C:23]3=[N:30][C:29]=2[CH3:31])=[O:33])[CH2:7][O:6][C:5]([CH3:8])([CH3:9])[O:4][CH2:3]1)#[N:11], predict the reactants needed to synthesize it. The reactants are: [NH2:1][C:2]1([C:10]#[N:11])[CH2:7][O:6][C:5]([CH3:9])([CH3:8])[O:4][CH2:3]1.ClC(Cl)C.Cl.[F:17][C:18]1[CH:38]=[CH:37][CH:36]=[C:35]([F:39])[C:19]=1[CH2:20][O:21][C:22]1[C:23]2[N:24]([C:28]([C:32](Cl)=[O:33])=[C:29]([CH3:31])[N:30]=2)[CH:25]=[CH:26][CH:27]=1. (4) Given the product [CH3:30][CH:28]([C:31]1[CH:36]=[C:35]([CH:37]([CH3:38])[CH3:39])[CH:34]=[C:33]([CH:40]([CH3:42])[CH3:41])[C:32]=1[S:43]([O:18][CH:16]([C:13]1([OH:15])[CH2:14][N:11]([C:9]([C:4]2[CH:5]=[CH:6][C:7]([F:8])=[C:2]([F:1])[C:3]=2[NH:19][C:20]2[CH:25]=[CH:24][C:23]([I:26])=[CH:22][C:21]=2[F:27])=[O:10])[CH2:12]1)[CH3:17])(=[O:44])=[O:45])[CH3:29], predict the reactants needed to synthesize it. The reactants are: [F:1][C:2]1[C:3]([NH:19][C:20]2[CH:25]=[CH:24][C:23]([I:26])=[CH:22][C:21]=2[F:27])=[C:4]([C:9]([N:11]2[CH2:14][C:13]([CH:16]([OH:18])[CH3:17])([OH:15])[CH2:12]2)=[O:10])[CH:5]=[CH:6][C:7]=1[F:8].[CH:28]([C:31]1[CH:36]=[C:35]([CH:37]([CH3:39])[CH3:38])[CH:34]=[C:33]([CH:40]([CH3:42])[CH3:41])[C:32]=1[S:43](Cl)(=[O:45])=[O:44])([CH3:30])[CH3:29].C(N(CC)CC)C. (5) Given the product [F:1][C:2]1[CH:10]=[C:9]2[C:5]([C:6]([C:20]3[CH:25]=[N:24][C:23]([O:26][CH:27]4[CH2:32][CH2:31][NH:30][CH2:29][CH2:28]4)=[CH:22][CH:21]=3)=[CH:7][N:8]2[S:11]([C:14]2[CH:15]=[CH:16][CH:17]=[CH:18][CH:19]=2)(=[O:13])=[O:12])=[CH:4][CH:3]=1, predict the reactants needed to synthesize it. The reactants are: [F:1][C:2]1[CH:10]=[C:9]2[C:5]([C:6]([C:20]3[CH:21]=[CH:22][C:23]([O:26][CH:27]4[CH2:32][CH2:31][N:30](C(OC(C)(C)C)=O)[CH2:29][CH2:28]4)=[N:24][CH:25]=3)=[CH:7][N:8]2[S:11]([C:14]2[CH:19]=[CH:18][CH:17]=[CH:16][CH:15]=2)(=[O:13])=[O:12])=[CH:4][CH:3]=1.Cl. (6) Given the product [Br:25][C:26]1[CH:27]=[CH:28][C:29]([C:32](=[O:37])[CH2:33][CH2:34][CH2:35][N:21]2[CH2:22][CH2:23][CH:18]([C:14]3[CH:13]=[C:12]([NH:11][C:9](=[O:10])[CH:8]([CH3:24])[CH3:7])[CH:17]=[CH:16][CH:15]=3)[CH2:19][CH2:20]2)=[CH:30][CH:31]=1, predict the reactants needed to synthesize it. The reactants are: C([O-])([O-])=O.[K+].[K+].[CH3:7][CH:8]([CH3:24])[C:9]([NH:11][C:12]1[CH:17]=[CH:16][CH:15]=[C:14]([CH:18]2[CH2:23][CH2:22][NH:21][CH2:20][CH2:19]2)[CH:13]=1)=[O:10].[Br:25][C:26]1[CH:31]=[CH:30][C:29]([C:32](=[O:37])[CH2:33][CH2:34][CH2:35]Cl)=[CH:28][CH:27]=1. (7) Given the product [CH3:1][C:2]1[N:6]([C:7]2[CH:12]=[CH:11][CH:10]=[C:9]([O:13][C:14]([F:17])([F:16])[F:15])[CH:8]=2)[N:5]=[C:4]([C:18]2[CH:19]=[N:20][CH:21]=[N:22][CH:23]=2)[C:3]=1[C:24]([N:35]1[CH2:36][CH2:37][CH:32]([N:27]2[CH2:31][CH2:30][CH2:29][CH2:28]2)[CH2:33][CH2:34]1)=[O:26], predict the reactants needed to synthesize it. The reactants are: [CH3:1][C:2]1[N:6]([C:7]2[CH:12]=[CH:11][CH:10]=[C:9]([O:13][C:14]([F:17])([F:16])[F:15])[CH:8]=2)[N:5]=[C:4]([C:18]2[CH:19]=[N:20][CH:21]=[N:22][CH:23]=2)[C:3]=1[C:24]([OH:26])=O.[N:27]1([CH:32]2[CH2:37][CH2:36][NH:35][CH2:34][CH2:33]2)[CH2:31][CH2:30][CH2:29][CH2:28]1. (8) Given the product [F:12][C:7]1[C:5]2[N:6]=[C:2]([NH:1][C:18]([C:14]3[O:13][CH:17]=[CH:16][CH:15]=3)=[O:19])[S:3][C:4]=2[CH:10]=[C:9]([F:11])[CH:8]=1, predict the reactants needed to synthesize it. The reactants are: [NH2:1][C:2]1[S:3][C:4]2[CH:10]=[C:9]([F:11])[CH:8]=[C:7]([F:12])[C:5]=2[N:6]=1.[O:13]1[CH:17]=[CH:16][CH:15]=[C:14]1[C:18](Cl)=[O:19]. (9) Given the product [CH3:21][N:16]1[C:15]([N:14]2[C:5]3[C:4]4[CH:3]=[C:2]([C:30]5[C:25]([F:24])=[N:26][CH:27]=[CH:28][CH:29]=5)[CH:11]=[CH:10][C:9]=4[N:8]=[CH:7][C:6]=3[N:12]([CH3:23])[C:13]2=[O:22])=[CH:19][C:18]([CH3:20])=[N:17]1, predict the reactants needed to synthesize it. The reactants are: Br[C:2]1[CH:11]=[CH:10][C:9]2[N:8]=[CH:7][C:6]3[N:12]([CH3:23])[C:13](=[O:22])[N:14]([C:15]4[N:16]([CH3:21])[N:17]=[C:18]([CH3:20])[CH:19]=4)[C:5]=3[C:4]=2[CH:3]=1.[F:24][C:25]1[C:30](B(O)O)=[CH:29][CH:28]=[CH:27][N:26]=1.